Dataset: Full USPTO retrosynthesis dataset with 1.9M reactions from patents (1976-2016). Task: Predict the reactants needed to synthesize the given product. (1) Given the product [NH2:7][CH2:8][CH:9]1[CH2:14][CH2:13][CH:12]([C:15]2[CH:16]=[C:17]3[C:23]([NH2:24])=[N:22][NH:21][C:18]3=[N:19][CH:20]=2)[CH2:11][CH2:10]1, predict the reactants needed to synthesize it. The reactants are: C(OC(=O)[NH:7][CH2:8][CH:9]1[CH2:14][CH2:13][CH:12]([C:15]2[CH:16]=[C:17]3[C:23]([NH2:24])=[N:22][NH:21][C:18]3=[N:19][CH:20]=2)[CH2:11][CH2:10]1)(C)(C)C.C(Cl)Cl.FC(F)(F)C(O)=O.N. (2) Given the product [C:1]([O:5][C:6](=[O:17])[NH:7][C@H:8]([C:11]1[CH:12]=[CH:13][CH:14]=[CH:15][CH:16]=1)[CH2:9][NH:10][CH2:18][CH:19]([CH3:22])[CH3:20])([CH3:4])([CH3:2])[CH3:3], predict the reactants needed to synthesize it. The reactants are: [C:1]([O:5][C:6](=[O:17])[NH:7][C@H:8]([C:11]1[CH:16]=[CH:15][CH:14]=[CH:13][CH:12]=1)[CH2:9][NH2:10])([CH3:4])([CH3:3])[CH3:2].[CH3:18][CH:19]([CH3:22])[CH:20]=O. (3) Given the product [ClH:36].[NH2:8][CH2:9][CH2:10][NH:11][C:12]1[C:17]([C@H:18]2[CH2:22][CH2:21][CH2:20][N:19]2[C:23]2[CH:28]=[CH:27][N:26]3[N:29]=[CH:30][C:31]([C:32]([OH:34])=[O:33])=[C:25]3[N:24]=2)=[CH:16][C:15]([F:35])=[CH:14][N:13]=1, predict the reactants needed to synthesize it. The reactants are: C(OC([NH:8][CH2:9][CH2:10][NH:11][C:12]1[C:17]([C@H:18]2[CH2:22][CH2:21][CH2:20][N:19]2[C:23]2[CH:28]=[CH:27][N:26]3[N:29]=[CH:30][C:31]([C:32]([OH:34])=[O:33])=[C:25]3[N:24]=2)=[CH:16][C:15]([F:35])=[CH:14][N:13]=1)=O)(C)(C)C.[ClH:36]. (4) Given the product [NH2:1][C:2]1[C:3]2[N:9]([CH2:10][CH2:11][CH2:12][NH:13][C:14](=[O:20])[O:15][C:16]([CH3:17])([CH3:19])[CH3:18])[C:31]([CH:30]([C:24]3[CH:25]=[CH:26][C:27]([Cl:29])=[CH:28][C:23]=3[Cl:22])[OH:35])=[N:8][C:4]=2[CH:5]=[CH:6][CH:7]=1, predict the reactants needed to synthesize it. The reactants are: [NH2:1][C:2]1[CH:7]=[CH:6][CH:5]=[C:4]([NH2:8])[C:3]=1[NH:9][CH2:10][CH2:11][CH2:12][NH:13][C:14](=[O:20])[O:15][C:16]([CH3:19])([CH3:18])[CH3:17].Cl.[Cl:22][C:23]1[CH:28]=[C:27]([Cl:29])[CH:26]=[CH:25][C:24]=1[CH:30]([OH:35])[C:31](=N)OC. (5) Given the product [CH:1]([N:4]1[C:8]([C:9]2[S:10][C:11]3[CH2:12][CH2:13][O:14][C:15]4[CH:22]=[C:21]([CH2:23][NH:24][S:34]([CH3:33])(=[O:36])=[O:35])[CH:20]=[CH:19][C:16]=4[C:17]=3[N:18]=2)=[N:7][C:6]([CH3:25])=[N:5]1)([CH3:3])[CH3:2], predict the reactants needed to synthesize it. The reactants are: [CH:1]([N:4]1[C:8]([C:9]2[S:10][C:11]3[CH2:12][CH2:13][O:14][C:15]4[CH:22]=[C:21]([CH2:23][NH2:24])[CH:20]=[CH:19][C:16]=4[C:17]=3[N:18]=2)=[N:7][C:6]([CH3:25])=[N:5]1)([CH3:3])[CH3:2].C(N(CC)CC)C.[CH3:33][S:34](Cl)(=[O:36])=[O:35].O. (6) Given the product [CH2:1]([O:3][C:4]1[C:5]([F:17])=[C:6]2[C:7](=[CH:10][C:11]=1[O:12][CH2:13][CH3:14])[CH2:8][N:9]=[C:15]2[NH2:16])[CH3:2], predict the reactants needed to synthesize it. The reactants are: [CH2:1]([O:3][C:4]1[C:5]([F:17])=[C:6]([C:15]#[N:16])[C:7](=[CH:10][C:11]=1[O:12][CH2:13][CH3:14])[C:8]#[N:9])[CH3:2]. (7) Given the product [CH3:17][O:16][C:13](=[O:15])[CH:8]([C:5]1[CH:6]=[CH:7][C:2]([Br:1])=[C:3]([Cl:12])[CH:4]=1)[CH3:9], predict the reactants needed to synthesize it. The reactants are: [Br:1][C:2]1[CH:7]=[CH:6][C:5]([C:8](=O)[CH2:9]C)=[CH:4][C:3]=1[Cl:12].[C:13]([OH:16])(=[O:15])C.[C:17](O)(=O)C.IC1C=CC=CC=1.S(=O)(=O)(O)O.O.